Dataset: Reaction yield outcomes from USPTO patents with 853,638 reactions. Task: Predict the reaction yield, written as a fraction of the theoretical maximum amount of product (1.0 means a 100% yield; for example, 0.34 means a 34% yield). (1) The product is [Si:1]([O:8][CH2:9][C@H:10]1[O:18][C@H:17]2[C@H:13]([N:14]=[C:15]([N:19]([CH3:23])[C:20](=[O:21])[O:22][C:4]([CH3:7])([CH3:6])[CH3:5])[S:16]2)[C@@H:12]([O:24][CH2:29][C:30]2[CH:35]=[CH:34][C:33]([O:36][CH3:37])=[CH:32][CH:31]=2)[C@@H:11]1[O:25][CH2:29][C:30]1[CH:35]=[CH:34][C:33]([O:36][CH3:37])=[CH:32][CH:31]=1)([C:4]([CH3:7])([CH3:5])[CH3:6])([CH3:2])[CH3:3]. The catalyst is CN(C=O)C. The yield is 0.680. The reactants are [Si:1]([O:8][CH2:9][C@H:10]1[O:18][C@H:17]2[C@H:13]([N:14]=[C:15]([N:19]([CH3:23])[C:20](=[O:22])[O-:21])[S:16]2)[C@@H:12]([OH:24])[C@@H:11]1[OH:25])([C:4]([CH3:7])([CH3:6])[CH3:5])([CH3:3])[CH3:2].[H-].[Na+].Br[CH2:29][C:30]1[CH:35]=[CH:34][C:33]([O:36][CH3:37])=[CH:32][CH:31]=1. (2) The reactants are [OH-].[K+].[CH3:3][O:4][C:5]1[CH:10]=[C:9]([O:11][CH3:12])[CH:8]=[CH:7][N:6]=1.[Br:13]Br. The catalyst is O.[K+].[Br-]. The product is [Br:13][C:8]1[C:9]([O:11][CH3:12])=[CH:10][C:5]([O:4][CH3:3])=[N:6][CH:7]=1. The yield is 0.700. (3) The catalyst is C(#N)C. The reactants are C1C=CC(O[C:8]([O:12][C:13]2[CH:18]=[CH:17][CH:16]=[CH:15][CH:14]=2)=[N:9][C:10]#[N:11])=CC=1.[NH2:19][C:20]1[CH:21]=[C:22]([C:26]2[C:35]3[C:30](=[C:31]([C:36]([F:39])([F:38])[F:37])[CH:32]=[CH:33][CH:34]=3)[N:29]=[CH:28][C:27]=2[C:40]([C:42]2[CH:47]=[CH:46][CH:45]=[CH:44][CH:43]=2)=[O:41])[CH:23]=[CH:24][CH:25]=1. The yield is 0.470. The product is [C:40]([C:27]1[CH:28]=[N:29][C:30]2[C:35]([C:26]=1[C:22]1[CH:21]=[C:20]([NH:19][C:8](=[N:9][C:10]#[N:11])[O:12][C:13]3[CH:14]=[CH:15][CH:16]=[CH:17][CH:18]=3)[CH:25]=[CH:24][CH:23]=1)=[CH:34][CH:33]=[CH:32][C:31]=2[C:36]([F:39])([F:37])[F:38])(=[O:41])[C:42]1[CH:43]=[CH:44][CH:45]=[CH:46][CH:47]=1.